This data is from Catalyst prediction with 721,799 reactions and 888 catalyst types from USPTO. The task is: Predict which catalyst facilitates the given reaction. (1) Reactant: Cl[C:2]1[C:7]([C:8]([NH2:10])=[O:9])=[C:6]([NH:11][C:12]2[CH:13]=[N:14][C:15]3[C:20]([CH:21]=2)=[CH:19][CH:18]=[CH:17][CH:16]=3)[N:5]=[C:4]([S:22][CH3:23])[N:3]=1.[C:24]([O-:27])(=[O:26])[CH3:25].[Na+].CN(C=O)C. Product: [C:24]([O:27][C:2]1[C:7]([C:8](=[O:9])[NH2:10])=[C:6]([NH:11][C:12]2[CH:13]=[N:14][C:15]3[C:20]([CH:21]=2)=[CH:19][CH:18]=[CH:17][CH:16]=3)[N:5]=[C:4]([S:22][CH3:23])[N:3]=1)(=[O:26])[CH3:25]. The catalyst class is: 6. (2) Reactant: C[O:2][C:3]([C:5]1[C:10]([NH:11][C:12]([C:14]2[C:23]3[C:18](=[CH:19][CH:20]=[CH:21][CH:22]=3)[C:17]([CH2:24][N:25]3[CH:29]=[CH:28][N:27]=[N:26]3)=[CH:16][CH:15]=2)=[O:13])=[CH:9][CH:8]=[C:7]([O:30][CH3:31])[N:6]=1)=O.[CH:32]1([CH2:38][NH2:39])[CH2:37][CH2:36][CH2:35][CH2:34][CH2:33]1. Product: [CH:32]1([CH2:38][NH:39][C:3]([C:5]2[C:10]([NH:11][C:12]([C:14]3[C:23]4[C:18](=[CH:19][CH:20]=[CH:21][CH:22]=4)[C:17]([CH2:24][N:25]4[CH:29]=[CH:28][N:27]=[N:26]4)=[CH:16][CH:15]=3)=[O:13])=[CH:9][CH:8]=[C:7]([O:30][CH3:31])[N:6]=2)=[O:2])[CH2:37][CH2:36][CH2:35][CH2:34][CH2:33]1. The catalyst class is: 3. (3) Reactant: [C:1]([C:5]1[CH:6]=[C:7]([NH:16][C:17]([NH:19][C:20]2[C:29]3[C:24](=[CH:25][CH:26]=[CH:27][CH:28]=3)[C:23]([O:30][C:31]3[CH:36]=[CH:35][N:34]=[C:33]([NH:37][C:38]4[CH:43]=[C:42]([O:44][CH2:45][CH2:46][O:47][CH2:48][CH2:49][O:50][CH2:51][CH2:52][O:53][CH3:54])[CH:41]=[C:40]([O:55][CH3:56])[CH:39]=4)[N:32]=3)=[CH:22][CH:21]=2)=[O:18])[C:8]([O:14][CH3:15])=[C:9]([CH:13]=1)[C:10](O)=[O:11])([CH3:4])([CH3:3])[CH3:2].[NH2:57][CH2:58][CH2:59][OH:60].C(N(CC)CC)C.C(P1(=O)OP(CCC)(=O)OP(CCC)(=O)O1)CC.CCOC(C)=O. Product: [C:1]([C:5]1[CH:6]=[C:7]([NH:16][C:17]([NH:19][C:20]2[C:29]3[C:24](=[CH:25][CH:26]=[CH:27][CH:28]=3)[C:23]([O:30][C:31]3[CH:36]=[CH:35][N:34]=[C:33]([NH:37][C:38]4[CH:43]=[C:42]([O:44][CH2:45][CH2:46][O:47][CH2:48][CH2:49][O:50][CH2:51][CH2:52][O:53][CH3:54])[CH:41]=[C:40]([O:55][CH3:56])[CH:39]=4)[N:32]=3)=[CH:22][CH:21]=2)=[O:18])[C:8]([O:14][CH3:15])=[C:9]([CH:13]=1)[C:10]([NH:57][CH2:58][CH2:59][OH:60])=[O:11])([CH3:4])([CH3:2])[CH3:3]. The catalyst class is: 2. (4) Reactant: [Cl:1][C:2]1[C:23]2[O:22][C:9]3[C:10](=[O:21])[N:11]([C@@H:13]([CH2:17][CH:18]([CH3:20])[CH3:19])[C:14]([OH:16])=O)[CH2:12][C:8]=3[CH2:7][C:6]=2[CH:5]=[CH:4][CH:3]=1.[NH2:24][C:25]1[CH:30]=[CH:29][CH:28]=[CH:27][N:26]=1.ON1C2C=CC=CC=2N=N1. Product: [N:26]1[CH:27]=[CH:28][CH:29]=[CH:30][C:25]=1[NH:24][C:14](=[O:16])[C@@H:13]([N:11]1[CH2:12][C:8]2[CH2:7][C:6]3[CH:5]=[CH:4][CH:3]=[C:2]([Cl:1])[C:23]=3[O:22][C:9]=2[C:10]1=[O:21])[CH2:17][CH:18]([CH3:20])[CH3:19]. The catalyst class is: 34. (5) Reactant: Br[C:2]1[CH:3]=[C:4]([N:13]([C@H:16]2[CH2:21][CH2:20][C@H:19]([N:22]([CH3:24])[CH3:23])[CH2:18][CH2:17]2)[CH2:14][CH3:15])[C:5]([CH3:12])=[C:6]([CH:11]=1)[C:7]([O:9][CH3:10])=[O:8].[C:25]([C:27]1([CH3:31])[CH2:30][O:29][CH2:28]1)#[CH:26].C(N(CC)CC)C. Product: [CH3:23][N:22]([CH3:24])[C@H:19]1[CH2:20][CH2:21][C@H:16]([N:13]([CH2:14][CH3:15])[C:4]2[C:5]([CH3:12])=[C:6]([CH:11]=[C:2]([C:26]#[C:25][C:27]3([CH3:31])[CH2:30][O:29][CH2:28]3)[CH:3]=2)[C:7]([O:9][CH3:10])=[O:8])[CH2:17][CH2:18]1. The catalyst class is: 555.